This data is from Reaction yield outcomes from USPTO patents with 853,638 reactions. The task is: Predict the reaction yield, written as a fraction of the theoretical maximum amount of product (1.0 means a 100% yield; for example, 0.34 means a 34% yield). (1) The reactants are [Cl:1][C:2]1[CH:3]=[C:4]([N:9]2[CH:13]=[CH:12][C:11]([CH3:14])=[N:10]2)[CH:5]=[CH:6][C:7]=1[Cl:8].BrN1C(=O)CCC1=O.N(C(C)(C)C#N)=NC(C)(C)C#N.[H-].[Na+].[CH3:37][C:38]1[NH:39][CH:40]=[CH:41][N:42]=1. The catalyst is C(Cl)(Cl)(Cl)Cl.CN(C=O)C.CCOC(C)=O. The product is [ClH:1].[Cl:1][C:2]1[CH:3]=[C:4]([N:9]2[CH:13]=[CH:12][C:11]([CH2:14][N:39]3[CH:40]=[CH:41][N:42]=[C:38]3[CH3:37])=[N:10]2)[CH:5]=[CH:6][C:7]=1[Cl:8]. The yield is 0.520. (2) The reactants are [CH3:1][N:2]1[C:6]([C:7]([NH:9][C:10]2[CH:15]=[CH:14][CH:13]=[C:12]([N+:16]([O-])=O)[CH:11]=2)=[O:8])=[CH:5][C:4]([CH3:19])=[N:3]1.O.NN. The catalyst is C(O)C.[Pd]. The product is [NH2:16][C:12]1[CH:11]=[C:10]([NH:9][C:7]([C:6]2[N:2]([CH3:1])[N:3]=[C:4]([CH3:19])[CH:5]=2)=[O:8])[CH:15]=[CH:14][CH:13]=1. The yield is 0.990. (3) The reactants are I[CH2:2][C@@H:3]([CH3:17])[CH2:4][N:5]1[C:10]2[CH:11]=[C:12]([CH3:15])[CH:13]=[CH:14][C:9]=2[O:8][CH2:7][C:6]1=[O:16].[CH2:18]([O:21][CH:22]1[CH2:27][CH2:26][NH:25][CH2:24][CH2:23]1)[CH2:19][CH3:20].CCN(CC)CC. The catalyst is C(Cl)Cl.CC(C)=O.CO. The product is [CH3:15][C:12]1[CH:13]=[CH:14][C:9]2[O:8][CH2:7][C:6](=[O:16])[N:5]([CH2:4][C@H:3]([CH3:17])[CH2:2][N:25]3[CH2:26][CH2:27][CH:22]([O:21][CH2:18][CH2:19][CH3:20])[CH2:23][CH2:24]3)[C:10]=2[CH:11]=1. The yield is 0.830. (4) The reactants are [CH3:1][O:2][C:3]([CH:5]1[C:10](=[O:11])[CH2:9][CH2:8][N:7]([C:12]([O:14][C:15]([CH3:18])([CH3:17])[CH3:16])=[O:13])[CH2:6]1)=[O:4].C(=O)([O-])[O-].[K+].[K+].[CH2:25](Br)[C:26]1[CH:31]=[CH:30][CH:29]=[CH:28][CH:27]=1. The catalyst is O1CCCC1. The product is [CH3:1][O:2][C:3]([C:5]1([CH2:25][C:26]2[CH:31]=[CH:30][CH:29]=[CH:28][CH:27]=2)[C:10](=[O:11])[CH2:9][CH2:8][N:7]([C:12]([O:14][C:15]([CH3:18])([CH3:17])[CH3:16])=[O:13])[CH2:6]1)=[O:4]. The yield is 0.692. (5) The reactants are [CH3:1][O:2][C:3]([C:5]1[S:6][C:7]([C:13](=[O:30])[CH2:14][C:15]([C:21]2[CH:26]=[C:25]([Cl:27])[C:24]([F:28])=[C:23]([Cl:29])[CH:22]=2)(O)[C:16]([F:19])([F:18])[F:17])=[C:8]2[CH2:12][CH2:11][CH2:10][C:9]=12)=[O:4].O=S(Cl)Cl.N1C=CC=CC=1. The catalyst is C(Cl)Cl. The product is [CH3:1][O:2][C:3]([C:5]1[S:6][C:7]([C:13](=[O:30])[CH:14]=[C:15]([C:21]2[CH:26]=[C:25]([Cl:27])[C:24]([F:28])=[C:23]([Cl:29])[CH:22]=2)[C:16]([F:19])([F:18])[F:17])=[C:8]2[CH2:12][CH2:11][CH2:10][C:9]=12)=[O:4]. The yield is 1.00. (6) The reactants are [CH3:1][C@@:2]([S:27]([CH3:30])(=[O:29])=[O:28])([CH2:13][CH2:14][N:15]1[CH:19]=[C:18]([C:20]2[CH:25]=[CH:24][CH:23]=[CH:22][CH:21]=2)[C:17]([CH3:26])=[N:16]1)[C:3]([NH:5][O:6]C1CCCCO1)=[O:4].CC1C=CC(S([O-])(=O)=O)=CC=1.C1C=C[NH+]=CC=1. The catalyst is CCO. The product is [OH:6][NH:5][C:3](=[O:4])[C@:2]([CH3:1])([S:27]([CH3:30])(=[O:29])=[O:28])[CH2:13][CH2:14][N:15]1[CH:19]=[C:18]([C:20]2[CH:25]=[CH:24][CH:23]=[CH:22][CH:21]=2)[C:17]([CH3:26])=[N:16]1. The yield is 0.360. (7) The reactants are Br[C:2]1[CH:7]=[CH:6][C:5]([O:8][CH3:9])=[CH:4][CH:3]=1.[Si:10](Cl)([CH3:13])([CH3:12])[CH3:11].[Li]CCCC.O. The catalyst is C1COCC1. The product is [CH3:9][O:8][C:5]1[CH:6]=[CH:7][C:2]([Si:10]([CH3:13])([CH3:12])[CH3:11])=[CH:3][CH:4]=1. The yield is 0.900. (8) The reactants are [C:1]([O:5][C:6]([N:8]1[C:17]2[C:12](=[CH:13][C:14](Br)=[CH:15][N:16]=2)[CH2:11][CH2:10][CH2:9]1)=[O:7])([CH3:4])([CH3:3])[CH3:2].[C:19]([O:23][CH2:24][C:25]1[CH:30]=[CH:29][CH:28]=[CH:27][CH:26]=1)(=[O:22])[CH:20]=[CH2:21].CC1C=CC=CC=1P(C1C=CC=CC=1C)C1C=CC=CC=1C.CCN(C(C)C)C(C)C.N#N. The catalyst is C(#N)CC.CC([O-])=O.CC([O-])=O.[Pd+2]. The product is [C:1]([O:5][C:6]([N:8]1[C:17]2[N:16]=[CH:15][C:14](/[CH:21]=[CH:20]/[C:19]([O:23][CH2:24][C:25]3[CH:30]=[CH:29][CH:28]=[CH:27][CH:26]=3)=[O:22])=[CH:13][C:12]=2[CH2:11][CH2:10][CH2:9]1)=[O:7])([CH3:4])([CH3:3])[CH3:2]. The yield is 0.540. (9) The reactants are [NH:1]1[CH:8]=[CH:7][C:5](=[O:6])[NH:4][C:2]1=[O:3].[F:9][C:10](I)([F:12])[F:11].C(S(CCCC)=O)CCC.S(=O)(=O)(O)O.OO. The catalyst is S([O-])([O-])(=O)=O.[Fe+2]. The product is [F:9][C:10]([F:12])([F:11])[C:7]1[C:5](=[O:6])[NH:4][C:2](=[O:3])[NH:1][CH:8]=1. The yield is 0.00190. (10) The reactants are N(C(OC(C)C)=O)=NC(OC(C)C)=O.[OH:15][C:16]1[CH:40]=[CH:39][C:19]2[CH2:20][C@@H:21]([CH2:34][C:35]([O:37][CH3:38])=[O:36])[C:22](=[O:33])[N:23]([CH2:25][CH2:26][C:27]3[CH:32]=[CH:31][CH:30]=[CH:29][CH:28]=3)[CH2:24][C:18]=2[CH:17]=1.[CH3:41][NH:42][C:43]1[N:48]=[C:47]([CH:49](O)[CH3:50])[CH:46]=[CH:45][CH:44]=1.C1(P(C2C=CC=CC=2)C2C=CC=CC=2)C=CC=CC=1. The catalyst is C1COCC1. The product is [CH3:41][NH:42][C:43]1[N:48]=[C:47]([CH2:49][CH2:50][O:15][C:16]2[CH:40]=[CH:39][C:19]3[CH2:20][C@@H:21]([CH2:34][C:35]([O:37][CH3:38])=[O:36])[C:22](=[O:33])[N:23]([CH2:25][CH2:26][C:27]4[CH:32]=[CH:31][CH:30]=[CH:29][CH:28]=4)[CH2:24][C:18]=3[CH:17]=2)[CH:46]=[CH:45][CH:44]=1. The yield is 0.510.